This data is from P-glycoprotein inhibition data for predicting drug efflux from Broccatelli et al.. The task is: Regression/Classification. Given a drug SMILES string, predict its absorption, distribution, metabolism, or excretion properties. Task type varies by dataset: regression for continuous measurements (e.g., permeability, clearance, half-life) or binary classification for categorical outcomes (e.g., BBB penetration, CYP inhibition). Dataset: pgp_broccatelli. (1) The result is 1 (inhibitor). The compound is COc1ccc(COc2ccccc2CCc2ccccc2)cc1OC. (2) The molecule is CC(C)N(C[C@H](O)COc1ccccc1C(=O)CCc1ccccc1)C(C)C. The result is 1 (inhibitor). (3) The drug is C=C[C@]12CN(C)[C@@H]3[C@H]4CO[C@H](C[C@@H]41)[C@@]1(C(=O)Nc4ccccc41)[C@@H]32. The result is 0 (non-inhibitor). (4) The molecule is N[C@H](Cc1cc(I)c(Oc2ccc(O)c(I)c2)c(I)c1)C(=O)O. The result is 0 (non-inhibitor). (5) The molecule is COc1cccc2c(=O)c3ccccc3n(CCCCN(CCO)CCO)c12. The result is 1 (inhibitor). (6) The compound is O=c1c2ccccc2n(CCCN2CCOCC2)c2ccccc12. The result is 1 (inhibitor). (7) The molecule is CC[C@@H](C)C(=O)O[C@H]1C[C@H](O)C=C2C=C[C@@H](C)[C@H](CC[C@@H](O)C[C@@H](O)CC(=O)O)[C@H]21. The result is 0 (non-inhibitor).